From a dataset of Peptide-MHC class II binding affinity with 134,281 pairs from IEDB. Regression. Given a peptide amino acid sequence and an MHC pseudo amino acid sequence, predict their binding affinity value. This is MHC class II binding data. The MHC is DRB1_1501 with pseudo-sequence DRB1_1501. The binding affinity (normalized) is 0.433. The peptide sequence is PEAFNYMDKFNEQEINLSLE.